Dataset: Merck oncology drug combination screen with 23,052 pairs across 39 cell lines. Task: Regression. Given two drug SMILES strings and cell line genomic features, predict the synergy score measuring deviation from expected non-interaction effect. (1) Drug 1: COC12C(COC(N)=O)C3=C(C(=O)C(C)=C(N)C3=O)N1CC1NC12. Drug 2: Cn1cc(-c2cnn3c(N)c(Br)c(C4CCCNC4)nc23)cn1. Cell line: UWB1289BRCA1. Synergy scores: synergy=9.14. (2) Drug 1: Cn1nnc2c(C(N)=O)ncn2c1=O. Drug 2: CCc1c2c(nc3ccc(O)cc13)-c1cc3c(c(=O)n1C2)COC(=O)C3(O)CC. Cell line: EFM192B. Synergy scores: synergy=-36.4. (3) Drug 1: O=C(CCCCCCC(=O)Nc1ccccc1)NO. Cell line: LNCAP. Synergy scores: synergy=-3.17. Drug 2: CNC(=O)c1cc(Oc2ccc(NC(=O)Nc3ccc(Cl)c(C(F)(F)F)c3)cc2)ccn1.